Task: Regression/Classification. Given a drug SMILES string, predict its absorption, distribution, metabolism, or excretion properties. Task type varies by dataset: regression for continuous measurements (e.g., permeability, clearance, half-life) or binary classification for categorical outcomes (e.g., BBB penetration, CYP inhibition). Dataset: cyp2c9_veith.. Dataset: CYP2C9 inhibition data for predicting drug metabolism from PubChem BioAssay (1) The molecule is CN(C)[C@@H]1C(=O)C(C(N)=O)=C(O)[C@]2(O)C(=O)C3=C(O)c4c(O)ccc(Cl)c4[C@](C)(O)[C@H]3C[C@@H]12. The result is 0 (non-inhibitor). (2) The molecule is COC(=O)c1ccc(C2C(Oc3ccccc3)C(=O)N2CCc2ccc(OC)c(OC)c2)cc1. The result is 0 (non-inhibitor).